Task: Predict the product of the given reaction.. Dataset: Forward reaction prediction with 1.9M reactions from USPTO patents (1976-2016) (1) The product is: [Br:1][C:2]1[CH:17]=[CH:16][C:5]([C:6]([NH:8][C:9]2[CH:14]=[CH:13][C:12]([O:15][Si:27]([C:24]([CH3:26])([CH3:25])[CH3:23])([CH3:29])[CH3:28])=[CH:11][CH:10]=2)=[O:7])=[CH:4][CH:3]=1. Given the reactants [Br:1][C:2]1[CH:17]=[CH:16][C:5]([C:6]([NH:8][C:9]2[CH:14]=[CH:13][C:12]([OH:15])=[CH:11][CH:10]=2)=[O:7])=[CH:4][CH:3]=1.N1C=CN=C1.[CH3:23][C:24]([Si:27](Cl)([CH3:29])[CH3:28])([CH3:26])[CH3:25], predict the reaction product. (2) Given the reactants C(O)(C(F)(F)F)=O.[CH2:8]([O:50][CH:51]1[C@H:55]2[C@H:56](OC3CCCCO3)[N:57](C(OC(C)(C)C)=O)[C:58]3[CH:65]=[C:64]([O:66][CH3:67])[CH:63]=[CH:62][C:59]=3[C:60](=[O:61])[N:54]2[CH2:53][CH2:52]1)[CH2:9][CH2:10][CH2:11][CH2:12][CH2:13][CH2:14][CH2:15][CH2:16][CH2:17][O:18][CH:19]1[C@H:23]2[C@H:24](OC3CCCCO3)[N:25](C(OC(C)(C)C)=O)[C:26]3[CH:33]=[C:32]([O:34][CH3:35])[CH:31]=[CH:30][C:27]=3[C:28](=[O:29])[N:22]2[CH2:21][CH2:20]1.C([O-])(O)=O.[Na+], predict the reaction product. The product is: [CH2:17]([O:18][CH:19]1[C@@H:23]2[CH:24]=[N:25][C:26]3[CH:33]=[C:32]([O:34][CH3:35])[CH:31]=[CH:30][C:27]=3[C:28](=[O:29])[N:22]2[CH2:21][CH2:20]1)[CH2:16][CH2:15][CH2:14][CH2:13][CH2:12][CH2:11][CH2:10][CH2:9][CH2:8][O:50][CH:51]1[C@@H:55]2[CH:56]=[N:57][C:58]3[CH:65]=[C:64]([O:66][CH3:67])[CH:63]=[CH:62][C:59]=3[C:60](=[O:61])[N:54]2[CH2:53][CH2:52]1. (3) Given the reactants [OH-].[Na+].CC(O)C.[OH:7][C:8]1[CH:32]=[CH:31][C:30]([O:33][CH2:34][CH2:35][N:36]2[CH2:41][CH2:40][N:39]([S:42]([CH3:45])(=[O:44])=[O:43])[CH2:38][CH2:37]2)=[CH:29][C:9]=1[C:10]([NH:12][C:13]1[CH:22]=[C:21]([C:23]2[CH:28]=[CH:27][CH:26]=[CH:25][CH:24]=2)[CH:20]=[CH:19][C:14]=1[C:15]([O:17]C)=[O:16])=[O:11].[ClH:46], predict the reaction product. The product is: [ClH:46].[OH:7][C:8]1[CH:32]=[CH:31][C:30]([O:33][CH2:34][CH2:35][N:36]2[CH2:41][CH2:40][N:39]([S:42]([CH3:45])(=[O:44])=[O:43])[CH2:38][CH2:37]2)=[CH:29][C:9]=1[C:10]([NH:12][C:13]1[CH:22]=[C:21]([C:23]2[CH:24]=[CH:25][CH:26]=[CH:27][CH:28]=2)[CH:20]=[CH:19][C:14]=1[C:15]([OH:17])=[O:16])=[O:11]. (4) The product is: [Cl:1][C:2]1[CH:3]=[C:4]2[C:5]([N:8]=[CH:10][C:11](=[O:12])[N:9]2[CH3:18])=[CH:6][CH:7]=1. Given the reactants [Cl:1][C:2]1[CH:7]=[CH:6][C:5]([NH2:8])=[C:4]([NH2:9])[CH:3]=1.[C:10](OCC)(=O)[C:11](C)=[O:12].[CH2:18](O)C, predict the reaction product. (5) Given the reactants [Br:1][C:2]1[CH:7]=[CH:6][C:5]([Zn]I)=[C:4]([F:10])[CH:3]=1.[N:11]1([C:17]2[N:22]=[CH:21][C:20]([C:23](Cl)=[O:24])=[CH:19][CH:18]=2)[CH2:16][CH2:15][O:14][CH2:13][CH2:12]1.[Cl-].[NH4+], predict the reaction product. The product is: [Br:1][C:2]1[CH:7]=[CH:6][C:5]([C:23]([C:20]2[CH:21]=[N:22][C:17]([N:11]3[CH2:16][CH2:15][O:14][CH2:13][CH2:12]3)=[CH:18][CH:19]=2)=[O:24])=[C:4]([F:10])[CH:3]=1.